Dataset: Drug-target binding data from BindingDB using Kd measurements. Task: Regression. Given a target protein amino acid sequence and a drug SMILES string, predict the binding affinity score between them. We predict pKd (pKd = -log10(Kd in M); higher means stronger binding). Dataset: bindingdb_kd. (1) The compound is Clc1cccc(Cl)c1N=C1NCCN1. The target protein sequence is MGAGVLALGASEPCNLSSTAPLPDGAATAARLLVPASPPASLLPPTSEGSEPLSPQWTAGMGLLMVLIVLLIVAGNVLVIVAIAKTPRLQTLTNLFIMSLASADLVMGLLVVPFGATIVVWGRWEYGSFFCELWTSVDVLCVTASIETLCVIALDRYLAITSPFRYQSLLTRARARVLVCTVWAISALVSFLPILMHWWRAEGDEARRCYNDPKCCDFVTNRAYAIASSVVSFYVPLCIMAFVYLRVFREAQKQVKKIDSCERRFLGGPGRPPSPVPSPTPGSPRAATDPLANGRTSKRRPSRLVALREQKALKTLGIIMGVFTLCWLPFFLANVVKAFHRDLVPDRLFVFFNWLGYANSAFNPIIYCRSPDFRKAFQRLLCCARRAARRRHTAHGGRPRASGCLARSGPPPSPGAASDEDEDAVGAAPPARLLEPWAGCNGGAATADSDWSLDEPGRAGFASESKV. The pKd is 4.2. (2) The small molecule is CNC(=O)c1cc(Oc2ccc(NC(=O)Nc3ccc(Cl)c(C(F)(F)F)c3)cc2)ccn1. The target is PFCDPK1(Pfalciparum). The pKd is 6.7.